Task: Predict the reaction yield, written as a fraction of the theoretical maximum amount of product (1.0 means a 100% yield; for example, 0.34 means a 34% yield).. Dataset: Reaction yield outcomes from USPTO patents with 853,638 reactions (1) The reactants are [O:1]=[C:2]1[NH:6][CH:5]([C:7]([OH:9])=[O:8])[CH2:4][CH2:3]1.[CH3:10]O. No catalyst specified. The product is [CH3:10][O:8][C:7]([CH:5]1[CH2:4][CH2:3][C:2](=[O:1])[NH:6]1)=[O:9]. The yield is 0.900. (2) The reactants are [CH3:1][C:2]1[C:7]([CH3:8])=[C:6]([OH:9])[C:5]([CH3:10])=[CH:4][C:3]=1[S:11]C#N.[H-].[H-].[H-].[H-].[Li+].[Al+3]. The catalyst is CCOCC.O1CCCC1. The product is [CH3:1][C:2]1[C:7]([CH3:8])=[C:6]([OH:9])[C:5]([CH3:10])=[CH:4][C:3]=1[SH:11]. The yield is 0.900. (3) The reactants are [CH3:1][C@H:2]1[CH2:7][NH:6][C@H:5]([CH3:8])[CH2:4][NH:3]1.Cl[C:10]1[CH:17]=[CH:16][C:13]([C:14]#[N:15])=[CH:12][N:11]=1.C(N(CC)CC)C. The catalyst is CN1CCCC1=O. The product is [CH3:1][C@@H:2]1[CH2:7][NH:6][C@@H:5]([CH3:8])[CH2:4][N:3]1[C:10]1[CH:17]=[CH:16][C:13]([C:14]#[N:15])=[CH:12][N:11]=1. The yield is 0.0900. (4) The reactants are [CH2:1]([O:3][C:4]([C@H:6]1[CH2:11][CH2:10][C@H:9]([O:12][C:13]2[N:14]=[N:15][C:16](Cl)=[CH:17][CH:18]=2)[CH2:8][CH2:7]1)=[O:5])[CH3:2].C(N(CC)CC)C. The catalyst is C(OCC)(=O)C.[Pd]. The product is [CH2:1]([O:3][C:4]([C@H:6]1[CH2:11][CH2:10][C@H:9]([O:12][C:13]2[N:14]=[N:15][CH:16]=[CH:17][CH:18]=2)[CH2:8][CH2:7]1)=[O:5])[CH3:2]. The yield is 0.950. (5) The reactants are [Cl:1][C:2]1[CH:7]=[CH:6][N:5]=[C:4]2[CH:8]=[C:9]([C:11]([O-:13])=O)[S:10][C:3]=12.[Li+].S(Cl)(Cl)=O.[NH:19]1[CH2:22][CH2:21][CH2:20]1. No catalyst specified. The product is [N:19]1([C:11]([C:9]2[S:10][C:3]3[C:4](=[N:5][CH:6]=[CH:7][C:2]=3[Cl:1])[CH:8]=2)=[O:13])[CH2:22][CH2:21][CH2:20]1. The yield is 0.830. (6) The reactants are [NH:1]1[CH2:5][CH2:4][CH2:3][CH2:2]1.C[O:7][C:8](=O)[C@H:9]([CH3:11])[OH:10]. No catalyst specified. The product is [OH:10][C@@H:9]([CH3:11])[C:8]([N:1]1[CH2:5][CH2:4][CH2:3][CH2:2]1)=[O:7]. The yield is 0.840.